This data is from Forward reaction prediction with 1.9M reactions from USPTO patents (1976-2016). The task is: Predict the product of the given reaction. (1) Given the reactants C(N(CC)CC)C.F[C:9]1[CH:14]=[C:13]([C:15]2[CH:16]=[C:17]([NH:22][C:23](=[O:34])[C:24]3[CH:29]=[CH:28][CH:27]=[C:26]([C:30]([F:33])([F:32])[F:31])[CH:25]=3)[CH:18]=[CH:19][C:20]=2[CH3:21])[CH:12]=[C:11]([F:35])[N:10]=1.[NH:36]1[CH2:41][CH2:40][O:39][CH2:38][CH2:37]1, predict the reaction product. The product is: [F:35][C:11]1[CH:12]=[C:13]([C:15]2[CH:16]=[C:17]([NH:22][C:23](=[O:34])[C:24]3[CH:29]=[CH:28][CH:27]=[C:26]([C:30]([F:33])([F:32])[F:31])[CH:25]=3)[CH:18]=[CH:19][C:20]=2[CH3:21])[CH:14]=[C:9]([N:36]2[CH2:41][CH2:40][O:39][CH2:38][CH2:37]2)[N:10]=1. (2) Given the reactants [N:1]1[CH:6]=[CH:5][CH:4]=[CH:3][C:2]=1[CH3:7].[Br:8][CH2:9][C:10]([C:12]1[CH:17]=[CH:16][CH:15]=[CH:14][CH:13]=1)=[O:11], predict the reaction product. The product is: [Br-:8].[CH3:7][C:2]1[CH:3]=[CH:4][CH:5]=[CH:6][N+:1]=1[CH2:9][C:10](=[O:11])[C:12]1[CH:17]=[CH:16][CH:15]=[CH:14][CH:13]=1. (3) Given the reactants CS(O[CH2:6][CH:7]1[CH2:9][CH:8]1[CH2:10][C:11]1[N:19]2[C:14]([C:15]([NH2:20])=[N:16][CH:17]=[N:18]2)=[C:13]([C:21]2[CH:22]=[CH:23][C:24]3[C:28]([CH:29]=2)=[N:27][N:26]([CH2:30][C:31]2[CH:36]=[CH:35][CH:34]=[CH:33][CH:32]=2)[CH:25]=3)[CH:12]=1)(=O)=O.[NH:37]1[CH2:41][CH2:40][CH2:39][CH2:38]1.CCN(C(C)C)C(C)C, predict the reaction product. The product is: [CH2:30]([N:26]1[CH:25]=[C:24]2[C:28]([CH:29]=[C:21]([C:13]3[CH:12]=[C:11]([CH2:10][CH:8]4[CH2:9][CH:7]4[CH2:6][N:37]4[CH2:41][CH2:40][CH2:39][CH2:38]4)[N:19]4[C:14]=3[C:15]([NH2:20])=[N:16][CH:17]=[N:18]4)[CH:22]=[CH:23]2)=[N:27]1)[C:31]1[CH:36]=[CH:35][CH:34]=[CH:33][CH:32]=1.